From a dataset of Catalyst prediction with 721,799 reactions and 888 catalyst types from USPTO. Predict which catalyst facilitates the given reaction. (1) Reactant: [CH3:1][C:2]1[NH:7][C:6](=[O:8])[NH:5][CH:4]([C:9]2[CH:14]=[CH:13][CH:12]=[CH:11][CH:10]=2)[C:3]=1[C:15]([O:17]CC1C=CC=CC=1)=[O:16]. Product: [CH3:1][C:2]1[NH:7][C:6](=[O:8])[NH:5][CH:4]([C:9]2[CH:14]=[CH:13][CH:12]=[CH:11][CH:10]=2)[C:3]=1[C:15]([OH:17])=[O:16]. The catalyst class is: 19. (2) Reactant: CC1C=C(C)C=C(C)C=1S([O-])(=O)=O.[NH2:14][N+:15]1[CH:20]=[CH:19][CH:18]=[C:17]([O:21][CH3:22])[CH:16]=1.C(=O)([O-])[O-].[K+].[K+].O1CCOCC1.[O:35]=[C:36]([C:49]1[N:54]=[C:53]([C:55]([O:57][CH3:58])=[O:56])[CH:52]=[CH:51][CH:50]=1)[C:37]#[C:38][C:39]1[CH:44]=[CH:43][CH:42]=[CH:41][C:40]=1[C:45]([F:48])([F:47])[F:46]. Product: [CH3:22][O:21][C:17]1[CH:18]=[CH:19][C:20]2[N:15]([N:14]=[C:38]([C:39]3[CH:44]=[CH:43][CH:42]=[CH:41][C:40]=3[C:45]([F:48])([F:46])[F:47])[C:37]=2[C:36]([C:49]2[N:54]=[C:53]([C:55]([O:57][CH3:58])=[O:56])[CH:52]=[CH:51][CH:50]=2)=[O:35])[CH:16]=1. The catalyst class is: 6. (3) Reactant: [CH2:1]([O:5][C:6]1[CH:11]=[CH:10][C:9]([CH2:12]C(O)=O)=[CH:8][CH:7]=1)[CH2:2][CH2:3][CH3:4].Cl.C(N=C=[N:21][CH2:22][CH2:23][CH2:24][N:25]([CH3:27])[CH3:26])C.O.O[N:30]1[C:34]2C=CC=[CH:38][C:33]=2N=N1.[CH3:39][N:40]([CH3:43])[CH:41]=[O:42]. Product: [CH2:1]([O:5][C:6]1[CH:7]=[CH:8][C:9]([CH2:12][C:41]([N:40]2[CH2:43][CH2:26][N:25]([C:24]3[N:30]=[CH:34][CH:33]=[CH:38][C:23]=3[C:22]#[N:21])[CH2:27][CH2:39]2)=[O:42])=[CH:10][CH:11]=1)[CH2:2][CH2:3][CH3:4]. The catalyst class is: 13. (4) Reactant: [C:1]([NH:5][S:6]([C:9]1[S:10][C:11](Br)=[CH:12][CH:13]=1)(=[O:8])=[O:7])([CH3:4])([CH3:3])[CH3:2].[C:15]([CH2:17][C:18]1[CH:23]=[CH:22][C:21](B(O)O)=[CH:20][CH:19]=1)#[N:16].C([O-])([O-])=O.[Na+].[Na+].O. Product: [C:1]([NH:5][S:6]([C:9]1[S:10][C:11]([C:21]2[CH:22]=[CH:23][C:18]([CH2:17][C:15]#[N:16])=[CH:19][CH:20]=2)=[CH:12][CH:13]=1)(=[O:8])=[O:7])([CH3:4])([CH3:3])[CH3:2]. The catalyst class is: 780.